Dataset: NCI-60 drug combinations with 297,098 pairs across 59 cell lines. Task: Regression. Given two drug SMILES strings and cell line genomic features, predict the synergy score measuring deviation from expected non-interaction effect. (1) Drug 1: CC1=C2C(C(=O)C3(C(CC4C(C3C(C(C2(C)C)(CC1OC(=O)C(C(C5=CC=CC=C5)NC(=O)OC(C)(C)C)O)O)OC(=O)C6=CC=CC=C6)(CO4)OC(=O)C)OC)C)OC. Synergy scores: CSS=31.6, Synergy_ZIP=2.31, Synergy_Bliss=1.32, Synergy_Loewe=-15.4, Synergy_HSA=3.38. Cell line: HOP-92. Drug 2: CN(C(=O)NC(C=O)C(C(C(CO)O)O)O)N=O. (2) Drug 1: C1CCC(C1)C(CC#N)N2C=C(C=N2)C3=C4C=CNC4=NC=N3. Drug 2: CC1C(C(CC(O1)OC2CC(OC(C2O)C)OC3=CC4=CC5=C(C(=O)C(C(C5)C(C(=O)C(C(C)O)O)OC)OC6CC(C(C(O6)C)O)OC7CC(C(C(O7)C)O)OC8CC(C(C(O8)C)O)(C)O)C(=C4C(=C3C)O)O)O)O. Cell line: HL-60(TB). Synergy scores: CSS=13.1, Synergy_ZIP=17.5, Synergy_Bliss=24.3, Synergy_Loewe=15.6, Synergy_HSA=12.8. (3) Cell line: HOP-92. Drug 1: CC(C1=C(C=CC(=C1Cl)F)Cl)OC2=C(N=CC(=C2)C3=CN(N=C3)C4CCNCC4)N. Drug 2: CC1C(C(CC(O1)OC2CC(CC3=C2C(=C4C(=C3O)C(=O)C5=C(C4=O)C(=CC=C5)OC)O)(C(=O)CO)O)N)O.Cl. Synergy scores: CSS=47.0, Synergy_ZIP=-2.32, Synergy_Bliss=-1.19, Synergy_Loewe=-11.1, Synergy_HSA=0.450.